Dataset: Forward reaction prediction with 1.9M reactions from USPTO patents (1976-2016). Task: Predict the product of the given reaction. (1) Given the reactants [Cl:1][C:2]1[CH:7]=[CH:6][CH:5]=[CH:4][C:3]=1/[CH:8]=[CH:9]/[C:10]([O:12][CH2:13][CH3:14])=[O:11].C1(C)C=CC(S([CH2:24][N+:25]#[C-:26])(=O)=O)=CC=1.CC(C)([O-])C.[Na+], predict the reaction product. The product is: [Cl:1][C:2]1[CH:7]=[CH:6][CH:5]=[CH:4][C:3]=1[C:8]1[C:9]([C:10]([O:12][CH2:13][CH3:14])=[O:11])=[CH:24][NH:25][CH:26]=1. (2) Given the reactants [CH3:1][C:2]([N:14]1[CH2:19][CH2:18][CH2:17][CH2:16][CH2:15]1)([CH3:13])[C:3]([C:5]1[CH:10]=[CH:9][C:8]([S:11][CH3:12])=[CH:7][CH:6]=1)=[O:4].ClC1C=C(C=CC=1)C(OO)=[O:25], predict the reaction product. The product is: [CH3:13][C:2]([N:14]1[CH2:19][CH2:18][CH2:17][CH2:16][CH2:15]1)([CH3:1])[C:3]([C:5]1[CH:10]=[CH:9][C:8]([S:11]([CH3:12])=[O:25])=[CH:7][CH:6]=1)=[O:4].